From a dataset of Reaction yield outcomes from USPTO patents with 853,638 reactions. Predict the reaction yield, written as a fraction of the theoretical maximum amount of product (1.0 means a 100% yield; for example, 0.34 means a 34% yield). (1) The reactants are [CH3:1][C:2]([CH3:5])([O-:4])[CH3:3].[K+].[I-].C[S+](C)(C)=O.O=C1C[CH2:18][N:17]([C:20]([O:22][C:23]([CH3:26])([CH3:25])[CH3:24])=[O:21])[CH2:16]C1.O. The catalyst is COCCOC. The product is [O:4]1[C:2]2([CH2:5][CH2:18][N:17]([C:20]([O:22][C:23]([CH3:26])([CH3:25])[CH3:24])=[O:21])[CH2:16][CH2:3]2)[CH2:1]1. The yield is 0.810. (2) No catalyst specified. The yield is 0.880. The product is [C:15]1([C:9]2[CH:10]=[CH:11][CH:12]=[CH:13][CH:14]=2)[CH:16]=[CH:17][C:18]([CH2:19][O:20][C:2]2[CH:7]=[N:6][CH:5]=[C:4]([Cl:8])[N:3]=2)=[CH:21][CH:22]=1. The reactants are Cl[C:2]1[CH:7]=[N:6][CH:5]=[C:4]([Cl:8])[N:3]=1.[C:9]1([C:15]2[CH:22]=[CH:21][C:18]([CH2:19][OH:20])=[CH:17][CH:16]=2)[CH:14]=[CH:13][CH:12]=[CH:11][CH:10]=1.[H-].[Na+]. (3) The reactants are [OH:1][C:2]1[CH:10]=[CH:9][C:5]([CH2:6][CH2:7][OH:8])=[CH:4][CH:3]=1.C1C=CN=CC=1.O=S(=O)=O. The catalyst is CS(C)=O.C(Cl)Cl. The product is [OH:1][C:2]1[CH:10]=[CH:9][C:5]([CH2:6][CH:7]=[O:8])=[CH:4][CH:3]=1. The yield is 0.490.